From a dataset of Reaction yield outcomes from USPTO patents with 853,638 reactions. Predict the reaction yield, written as a fraction of the theoretical maximum amount of product (1.0 means a 100% yield; for example, 0.34 means a 34% yield). (1) The reactants are C(O)(C(F)(F)F)=O.[NH2:8][CH2:9][C:10]([OH:12])=[O:11].[CH3:13][CH2:14][C:15]1[C:24]2[CH2:25][N:26]3[C:31](=[O:32])[C:30]4[CH2:33][O:34][C:35]([C@:37]([OH:40])([CH2:38][CH3:39])[C:29]=4[CH:28]=[C:27]3[C:23]=2[N:22]=[C:21]2[C:16]=1[CH:17]=[C:18]([OH:41])[CH:19]=[CH:20]2)=[O:36].ON1C(=O)CCC1=O.C(N=C=NCCCN(C)C)C. The catalyst is CN(C)C=O. The product is [NH2:8][CH2:9][C:10]([OH:12])=[O:11].[CH3:13][CH2:14][C:15]1[C:24]2[CH2:25][N:26]3[C:31](=[O:32])[C:30]4[CH2:33][O:34][C:35]([C@:37]([OH:40])([CH2:38][CH3:39])[C:29]=4[CH:28]=[C:27]3[C:23]=2[N:22]=[C:21]2[C:16]=1[CH:17]=[C:18]([OH:41])[CH:19]=[CH:20]2)=[O:36]. The yield is 0.670. (2) The reactants are [C:1](OCC)(=[S:5])[C:2]([NH2:4])=O.BrC[C:11](=O)[C:12](C)([CH3:14])[CH3:13].[Na].[BH4-].[Na+].[CH2:20]([OH:22])[CH3:21]. No catalyst specified. The product is [C:12]([C:2]1[N:4]=[C:21]([CH2:20][OH:22])[S:5][CH:1]=1)([CH3:14])([CH3:13])[CH3:11]. The yield is 0.440. (3) The reactants are [Cl:1][C:2]1[CH:3]=[C:4]2[C:8](=[CH:9][CH:10]=1)[NH:7][CH:6]=[C:5]2[CH2:11][CH2:12][NH:13][C:14](=[O:22])[C:15]1[CH:20]=[CH:19][CH:18]=[CH:17][C:16]=1I.[NH:23]1[CH:27]=[CH:26][CH:25]=[N:24]1.C(=O)([O-])[O-].[K+].[K+]. The catalyst is CC(O)C.[Cu]I. The product is [Cl:1][C:2]1[CH:3]=[C:4]2[C:8](=[CH:9][CH:10]=1)[NH:7][CH:6]=[C:5]2[CH2:11][CH2:12][NH:13][C:14](=[O:22])[C:15]1[CH:20]=[CH:19][CH:18]=[CH:17][C:16]=1[N:23]1[CH:27]=[CH:26][CH:25]=[N:24]1. The yield is 0.410. (4) The reactants are [CH3:1][C@@H:2]1[C@H:6]([C:7]2[CH:12]=[CH:11][CH:10]=[CH:9][CH:8]=2)[O:5][C:4](=[O:13])[NH:3]1.C([Li])CCC.[Cl:19][C:20]1[CH:25]=[CH:24][C:23]([CH2:26][CH2:27][C:28](Cl)=[O:29])=[CH:22][CH:21]=1. The catalyst is O1CCCC1. The product is [Cl:19][C:20]1[CH:21]=[CH:22][C:23]([CH2:26][CH2:27][C:28]([N:3]2[C@H:2]([CH3:1])[C@H:6]([C:7]3[CH:12]=[CH:11][CH:10]=[CH:9][CH:8]=3)[O:5][C:4]2=[O:13])=[O:29])=[CH:24][CH:25]=1. The yield is 0.920.